From a dataset of Catalyst prediction with 721,799 reactions and 888 catalyst types from USPTO. Predict which catalyst facilitates the given reaction. (1) Reactant: [NH2:1][C@H:2]([C:5]1[CH:10]=[CH:9][C:8]([O:11][CH3:12])=[CH:7][CH:6]=1)[CH2:3][OH:4].[C:13]([N:17]=[C:18]=[S:19])([CH3:16])([CH3:15])[CH3:14]. Product: [C:13]([NH:17][C:18]([NH:1][C@H:2]([C:5]1[CH:10]=[CH:9][C:8]([O:11][CH3:12])=[CH:7][CH:6]=1)[CH2:3][OH:4])=[S:19])([CH3:16])([CH3:15])[CH3:14]. The catalyst class is: 40. (2) Reactant: [I:1][C:2]1[CH:3]=[C:4]([CH:17]=[C:18]([O:22][CH3:23])[C:19]=1[O:20][CH3:21])[CH2:5][CH:6]([C:12](=O)[CH2:13][CH2:14][CH3:15])[C:7](OCC)=[O:8].C(=O)(O)O.[NH2:28][C:29]([NH2:31])=[NH:30]. Product: [NH2:31][C:29]1[N:30]=[C:7]([OH:8])[C:6]([CH2:5][C:4]2[CH:17]=[C:18]([O:22][CH3:23])[C:19]([O:20][CH3:21])=[C:2]([I:1])[CH:3]=2)=[C:12]([CH2:13][CH2:14][CH3:15])[N:28]=1. The catalyst class is: 8. (3) Reactant: [NH2:1][C@@H:2]1[C:10]2[C:5](=[CH:6][CH:7]=[CH:8][CH:9]=2)[CH2:4][C@@H:3]1[OH:11].[C:12]([O:16][C:17](O[C:17]([O:16][C:12]([CH3:15])([CH3:14])[CH3:13])=[O:18])=[O:18])([CH3:15])([CH3:14])[CH3:13]. Product: [C:12]([O:16][C:17](=[O:18])[NH:1][C@@H:2]1[C:10]2[C:5](=[CH:6][CH:7]=[CH:8][CH:9]=2)[CH2:4][C@@H:3]1[OH:11])([CH3:15])([CH3:14])[CH3:13]. The catalyst class is: 2. (4) Reactant: Br[CH2:2][CH2:3][CH2:4][CH2:5][CH2:6][CH2:7][S:8][CH2:9][CH2:10][N:11]([CH2:19][C@H:20]([OH:32])[C:21]1[C:29]2[S:28][C:27](=[O:30])[NH:26][C:25]=2[C:24]([OH:31])=[CH:23][CH:22]=1)[C:12](=[O:18])[O:13][C:14]([CH3:17])([CH3:16])[CH3:15].FC(F)(F)C(O)=O.[F:40][C:41]([F:56])([F:55])[C:42]([N:44]1[CH2:49][C:48]2([CH2:54][CH2:53][NH:52][CH2:51][CH2:50]2)[O:47][CH2:46][CH2:45]1)=[O:43].C(N(CC)CC)C. Product: [OH:32][C@H:20]([C:21]1[C:29]2[S:28][C:27](=[O:30])[NH:26][C:25]=2[C:24]([OH:31])=[CH:23][CH:22]=1)[CH2:19][N:11]([CH2:10][CH2:9][S:8][CH2:7][CH2:6][CH2:5][CH2:4][CH2:3][CH2:2][N:52]1[CH2:53][CH2:54][C:48]2([O:47][CH2:46][CH2:45][N:44]([C:42](=[O:43])[C:41]([F:40])([F:55])[F:56])[CH2:49]2)[CH2:50][CH2:51]1)[C:12](=[O:18])[O:13][C:14]([CH3:17])([CH3:16])[CH3:15]. The catalyst class is: 10. (5) Reactant: [OH:1][CH:2]1[CH2:5][N:4]([C:6]2[CH:11]=[CH:10][C:9]([N+:12]([O-])=O)=[CH:8][N:7]=2)[CH2:3]1.[H][H]. Product: [NH2:12][C:9]1[CH:8]=[N:7][C:6]([N:4]2[CH2:3][CH:2]([OH:1])[CH2:5]2)=[CH:11][CH:10]=1. The catalyst class is: 29.